From a dataset of Full USPTO retrosynthesis dataset with 1.9M reactions from patents (1976-2016). Predict the reactants needed to synthesize the given product. Given the product [C:2]([O:5][C:6]([N:8]1[CH2:14][CH2:13][CH:11]([N:25]2[CH2:26][CH2:27][N:22]([CH2:15][C:16]3[CH:17]=[CH:18][CH:19]=[CH:20][CH:21]=3)[CH2:23][CH2:24]2)[CH2:10][CH2:9]1)=[O:7])([CH3:4])([CH3:3])[CH3:1], predict the reactants needed to synthesize it. The reactants are: [CH3:1][C:2]([O:5][C:6]([N:8]1[CH2:14][CH2:13][C:11](=O)[CH2:10][CH2:9]1)=[O:7])([CH3:4])[CH3:3].[CH2:15]([N:22]1[CH2:27][CH2:26][NH:25][CH2:24][CH2:23]1)[C:16]1[CH:21]=[CH:20][CH:19]=[CH:18][CH:17]=1.C(O)(=O)C.C([BH3-])#N.[Na+].